Task: Regression. Given a peptide amino acid sequence and an MHC pseudo amino acid sequence, predict their binding affinity value. This is MHC class II binding data.. Dataset: Peptide-MHC class II binding affinity with 134,281 pairs from IEDB (1) The peptide sequence is PELGMNASHCNEMSW. The MHC is DRB1_0301 with pseudo-sequence DRB1_0301. The binding affinity (normalized) is 0.0220. (2) The peptide sequence is CELQIVDKIDAAFKI. The MHC is DRB1_1501 with pseudo-sequence DRB1_1501. The binding affinity (normalized) is 0.490. (3) The peptide sequence is MTDPHAMRDMAGRFE. The MHC is DRB1_0101 with pseudo-sequence DRB1_0101. The binding affinity (normalized) is 0.252.